The task is: Predict which catalyst facilitates the given reaction.. This data is from Catalyst prediction with 721,799 reactions and 888 catalyst types from USPTO. (1) Reactant: F[C:2]1[CH:9]=[CH:8][C:5]([C:6]#[N:7])=[C:4]([NH:10][C:11]2[CH:16]=[CH:15][CH:14]=[C:13]([CH3:17])[N:12]=2)[CH:3]=1.[C:18]([O:22][C:23](=[O:32])[NH:24][C@H:25]1[CH2:30][CH2:29][CH2:28][CH2:27][C@H:26]1[NH2:31])([CH3:21])([CH3:20])[CH3:19].CO[Si](C)(C)C. Product: [C:18]([O:22][C:23](=[O:32])[NH:24][C@H:25]1[CH2:30][CH2:29][CH2:28][CH2:27][C@H:26]1[NH:31][C:2]1[CH:9]=[CH:8][C:5]([C:6]#[N:7])=[C:4]([NH:10][C:11]2[CH:16]=[CH:15][CH:14]=[C:13]([CH3:17])[N:12]=2)[CH:3]=1)([CH3:21])([CH3:19])[CH3:20]. The catalyst class is: 37. (2) Reactant: [F:1][C:2]1[CH:7]=[CH:6][C:5]([NH2:8])=[C:4]([N+:9]([O-:11])=[O:10])[CH:3]=1.F[C:13]1[CH:20]=[CH:19][C:18]([CH3:21])=[CH:17][C:14]=1[C:15]#[N:16].O.[OH-].[Li+].C(OCC)(=O)C. Product: [F:1][C:2]1[CH:7]=[CH:6][C:5]([NH:8][C:13]2[CH:20]=[CH:19][C:18]([CH3:21])=[CH:17][C:14]=2[C:15]#[N:16])=[C:4]([N+:9]([O-:11])=[O:10])[CH:3]=1. The catalyst class is: 633. (3) Reactant: Cl.[F:2][C:3]1[CH:8]=[CH:7][C:6](/[CH:9]=[C:10]2/[C:11](=[O:22])[N:12]=[C:13]([N:15]3[CH2:20][CH2:19][NH:18][CH2:17][C@@H:16]3[CH3:21])[S:14]/2)=[C:5]([OH:23])[CH:4]=1.Br[CH:25]([OH:27])[CH3:26]. Product: [F:2][C:3]1[CH:8]=[CH:7][C:6](/[CH:9]=[C:10]2/[C:11](=[O:22])[N:12]=[C:13]([N:15]3[CH2:20][CH2:19][N:18]([CH2:26][CH2:25][OH:27])[CH2:17][C@@H:16]3[CH3:21])[S:14]/2)=[C:5]([OH:23])[CH:4]=1. The catalyst class is: 14. (4) Reactant: [CH2:1]([O:8][C:9]([NH:11][C:12](=[C:17]1[CH2:20][O:19][CH2:18]1)[C:13]([O:15][CH3:16])=[O:14])=[O:10])[C:2]1[CH:7]=[CH:6][CH:5]=[CH:4][CH:3]=1.C(N(CC)CC)C. Product: [CH2:1]([O:8][C:9]([NH:11][CH:12]([CH:17]1[CH2:20][O:19][CH2:18]1)[C:13]([O:15][CH3:16])=[O:14])=[O:10])[C:2]1[CH:3]=[CH:4][CH:5]=[CH:6][CH:7]=1. The catalyst class is: 19. (5) Reactant: [F:1][C:2]([Si](C)(C)C)([F:4])[F:3].[F-].C([N+](CCCC)(CCCC)CCCC)CCC.[CH3:27][O:28][C:29](=[O:47])[CH2:30][N:31]1[C:35](=[O:36])[N:34]([CH2:37][CH:38]=[O:39])[C:33]([C:40]2[CH:45]=[CH:44][C:43]([Cl:46])=[CH:42][CH:41]=2)=[N:32]1.Cl. Product: [CH3:27][O:28][C:29](=[O:47])[CH2:30][N:31]1[C:35](=[O:36])[N:34]([CH2:37][CH:38]([OH:39])[C:2]([F:4])([F:3])[F:1])[C:33]([C:40]2[CH:41]=[CH:42][C:43]([Cl:46])=[CH:44][CH:45]=2)=[N:32]1. The catalyst class is: 1. (6) Reactant: [OH:1][CH2:2][CH2:3][NH:4][CH2:5][CH2:6][CH:7]1[S:11][C:10]([C:12]2[NH:13][C:14]3[C:19]([CH:20]=2)=[CH:18][CH:17]=[CH:16][C:15]=3[N:21]([CH3:30])[S:22]([C:25]2[S:26][CH:27]=[CH:28][CH:29]=2)(=[O:24])=[O:23])=[N:9][CH2:8]1.Cl[CH2:32][C:33](Cl)=[O:34].[OH-].[Na+].Cl. Product: [CH3:30][N:21]([C:15]1[CH:16]=[CH:17][CH:18]=[C:19]2[C:14]=1[NH:13][C:12]([C:10]1[S:11][CH:7]([CH2:6][CH2:5][N:4]3[CH2:3][CH2:2][O:1][CH2:32][C:33]3=[O:34])[CH2:8][N:9]=1)=[CH:20]2)[S:22]([C:25]1[S:26][CH:27]=[CH:28][CH:29]=1)(=[O:24])=[O:23]. The catalyst class is: 40. (7) Reactant: [OH:1][C:2]1[CH2:3][CH:4]([C:17]([OH:19])=O)[CH2:5][C:6](=[O:16])[C:7]=1[N:8]=[N:9][C:10]1[CH:15]=[CH:14][CH:13]=[CH:12][CH:11]=1.F[B-](F)(F)F.N1(O[C:35](N(C)C)=[N+:36](C)[CH3:37])C2C=CC=CC=2N=N1.CNC.O1CCCC1.Cl. Product: [CH3:35][N:36]([CH3:37])[C:17]([CH:4]1[CH2:5][C:6](=[O:16])[C:7]([N:8]=[N:9][C:10]2[CH:15]=[CH:14][CH:13]=[CH:12][CH:11]=2)=[C:2]([OH:1])[CH2:3]1)=[O:19]. The catalyst class is: 4.